Dataset: Catalyst prediction with 721,799 reactions and 888 catalyst types from USPTO. Task: Predict which catalyst facilitates the given reaction. (1) Reactant: [NH:1]1[C:5]2[CH:6]=[CH:7][CH:8]=[CH:9][C:4]=2[N:3]=[C:2]1[C:10]([NH:12][CH2:13][C:14]1[CH:23]=[CH:22][C:17]([C:18]([O:20][CH3:21])=[O:19])=[CH:16][CH:15]=1)=[O:11].C(=O)([O-])[O-].[K+].[K+].CN(C=O)C.[Cl:35][C:36]1[CH:43]=[CH:42][C:39]([CH2:40]Br)=[CH:38][CH:37]=1. Product: [Cl:35][C:36]1[CH:43]=[CH:42][C:39]([CH2:40][N:1]2[C:5]3[CH:6]=[CH:7][CH:8]=[CH:9][C:4]=3[N:3]=[C:2]2[C:10]([NH:12][CH2:13][C:14]2[CH:23]=[CH:22][C:17]([C:18]([O:20][CH3:21])=[O:19])=[CH:16][CH:15]=2)=[O:11])=[CH:38][CH:37]=1. The catalyst class is: 6. (2) Reactant: [Cl:1][C:2]1[C:3]([C:22]2[S:26][C:25]([C:27]3([O:31][CH2:32][C:33]4[CH:38]=[CH:37][C:36]([O:39][CH3:40])=[CH:35][CH:34]=4)[CH2:30][O:29][CH2:28]3)=[N:24][CH:23]=2)=[C:4]2[CH:10]=[C:9](I)[N:8]([S:12]([C:15]3[CH:21]=[CH:20][C:18]([CH3:19])=[CH:17][CH:16]=3)(=[O:14])=[O:13])[C:5]2=[N:6][CH:7]=1.CC1(C)C(C)(C)OB([C:49]2[CH:61]=[CH:60][C:52]([CH2:53][N:54]3[CH2:59][CH2:58][O:57][CH2:56][CH2:55]3)=[CH:51][CH:50]=2)O1.C(=O)(O)[O-]. Product: [Cl:1][C:2]1[C:3]([C:22]2[S:26][C:25]([C:27]3([O:31][CH2:32][C:33]4[CH:38]=[CH:37][C:36]([O:39][CH3:40])=[CH:35][CH:34]=4)[CH2:30][O:29][CH2:28]3)=[N:24][CH:23]=2)=[C:4]2[CH:10]=[C:9]([C:49]3[CH:61]=[CH:60][C:52]([CH2:53][N:54]4[CH2:59][CH2:58][O:57][CH2:56][CH2:55]4)=[CH:51][CH:50]=3)[N:8]([S:12]([C:15]3[CH:21]=[CH:20][C:18]([CH3:19])=[CH:17][CH:16]=3)(=[O:14])=[O:13])[C:5]2=[N:6][CH:7]=1. The catalyst class is: 558. (3) Reactant: [CH2:1]([O:5][C:6]([N:8]1[CH2:13][CH2:12][N:11]([C:14](=[O:43])[CH2:15][NH:16][C:17]([C:19]2[CH:28]=[C:27]([O:29][CH2:30][C:31]([O:33]CC3C=CC=CC=3)=[O:32])[C:26]3[C:21](=[CH:22][C:23]([CH3:42])=[C:24]([CH3:41])[CH:25]=3)[N:20]=2)=[O:18])[CH2:10][CH2:9]1)=[O:7])[CH2:2][CH2:3][CH3:4]. Product: [CH2:1]([O:5][C:6]([N:8]1[CH2:9][CH2:10][N:11]([C:14](=[O:43])[CH2:15][NH:16][C:17]([C:19]2[CH:28]=[C:27]([O:29][CH2:30][C:31]([OH:33])=[O:32])[C:26]3[C:21](=[CH:22][C:23]([CH3:42])=[C:24]([CH3:41])[CH:25]=3)[N:20]=2)=[O:18])[CH2:12][CH2:13]1)=[O:7])[CH2:2][CH2:3][CH3:4]. The catalyst class is: 8. (4) Reactant: F[C:2]1[CH:9]=[CH:8][C:5]([C:6]#[N:7])=[CH:4][C:3]=1[C:10]([F:13])([F:12])[F:11].[CH3:14][O:15][CH:16]([O:25][CH3:26])[C:17]1[C:21]2[CH2:22][CH2:23][CH2:24][C:20]=2[NH:19][N:18]=1.[H-].[Na+]. Product: [CH3:14][O:15][CH:16]([O:25][CH3:26])[C:17]1[C:21]2[CH2:22][CH2:23][CH2:24][C:20]=2[N:19]([C:2]2[CH:9]=[CH:8][C:5]([C:6]#[N:7])=[CH:4][C:3]=2[C:10]([F:13])([F:12])[F:11])[N:18]=1. The catalyst class is: 9. (5) Reactant: Br[C:2]1[CH:7]=[CH:6][C:5]([NH:8][C:9](=[O:14])[C:10]([CH3:13])([CH3:12])[CH3:11])=[CH:4][CH:3]=1.[Li]CCCC.[O:20]1[CH2:25][CH2:24][N:23]([C:26]2[CH:27]=[N:28][C:29]3[C:34]([N:35]=2)=[CH:33][C:32]([CH:36]=[O:37])=[CH:31][CH:30]=3)[CH2:22][CH2:21]1. Product: [OH:37][CH:36]([C:32]1[CH:33]=[C:34]2[C:29](=[CH:30][CH:31]=1)[N:28]=[CH:27][C:26]([N:23]1[CH2:24][CH2:25][O:20][CH2:21][CH2:22]1)=[N:35]2)[C:2]1[CH:7]=[CH:6][C:5]([NH:8][C:9](=[O:14])[C:10]([CH3:13])([CH3:12])[CH3:11])=[CH:4][CH:3]=1. The catalyst class is: 1. (6) Reactant: [F:1][C:2]1[CH:3]=[CH:4][C:5]([O:21][C:22]([F:25])([F:24])[F:23])=[C:6]2[C:10]=1[N:9]([CH2:11][CH2:12][O:13][C:14]([F:17])([F:16])[F:15])[CH:8]=[C:7]2[C:18]([OH:20])=O.CCN(CC)CC.Cl.[F:34][C:35]([F:54])([F:53])[C:36]([NH:38][CH2:39][C:40]1[CH:45]=[CH:44][C:43]([F:46])=[C:42]([CH:47]2[CH2:52][CH2:51][NH:50][CH2:49][CH2:48]2)[CH:41]=1)=[O:37].CCN=C=NCCCN(C)C. Product: [F:53][C:35]([F:34])([F:54])[C:36]([NH:38][CH2:39][C:40]1[CH:45]=[CH:44][C:43]([F:46])=[C:42]([CH:47]2[CH2:52][CH2:51][N:50]([C:18]([C:7]3[C:6]4[C:10](=[C:2]([F:1])[CH:3]=[CH:4][C:5]=4[O:21][C:22]([F:24])([F:25])[F:23])[N:9]([CH2:11][CH2:12][O:13][C:14]([F:15])([F:17])[F:16])[CH:8]=3)=[O:20])[CH2:49][CH2:48]2)[CH:41]=1)=[O:37]. The catalyst class is: 2. (7) Reactant: [NH2:1][C:2]1[CH:10]=[CH:9][C:5]([C:6]([OH:8])=[O:7])=[C:4]([F:11])[CH:3]=1.[OH-].[Na+].[C:14](O[C:14]([O:16][C:17]([CH3:20])([CH3:19])[CH3:18])=[O:15])([O:16][C:17]([CH3:20])([CH3:19])[CH3:18])=[O:15]. Product: [C:17]([O:16][C:14]([NH:1][C:2]1[CH:10]=[CH:9][C:5]([C:6]([OH:8])=[O:7])=[C:4]([F:11])[CH:3]=1)=[O:15])([CH3:20])([CH3:19])[CH3:18]. The catalyst class is: 127. (8) Reactant: [C:1](Cl)(=[O:8])[C:2]1[CH:7]=[CH:6][CH:5]=[CH:4][CH:3]=1.[CH2:10]1[O:12][CH:11]1[CH2:13][OH:14].N1C=CC=CC=1. Product: [C:1]([O:14][CH2:13][CH:11]1[CH2:10][O:12]1)(=[O:8])[C:2]1[CH:7]=[CH:6][CH:5]=[CH:4][CH:3]=1. The catalyst class is: 4.